From a dataset of Reaction yield outcomes from USPTO patents with 853,638 reactions. Predict the reaction yield, written as a fraction of the theoretical maximum amount of product (1.0 means a 100% yield; for example, 0.34 means a 34% yield). (1) The reactants are [NH:1]1[CH:5]=[CH:4][N:3]=[C:2]1[NH:6][C:7]([C:9]1[C:17]2[NH:16][C:15]([NH2:18])=[N:14][C:13]=2[CH:12]=[CH:11][CH:10]=1)=[O:8].N1([C:24]([N:26]2[CH:30]=[CH:29][N:28]=[CH:27]2)=[O:25])C=CN=C1.C1C2[C:35](=[CH:36][CH:37]=[CH:38]C=2)[CH:34]=[C:33](N)N=1. The catalyst is CN(C=O)C. The product is [NH:3]1[CH:4]=[CH:5][N:1]=[C:2]1[NH:6][C:7]([C:9]1[C:17]2[N:16]=[C:15]([NH:18][C:24]([NH:26][C:27]3[N:28]=[CH:29][C:30]4[C:37]([CH:38]=3)=[CH:36][CH:35]=[CH:34][CH:33]=4)=[O:25])[NH:14][C:13]=2[CH:12]=[CH:11][CH:10]=1)=[O:8]. The yield is 0.200. (2) The reactants are I[C:2]1[CH:3]=[C:4]([CH:12]=[CH:13][CH:14]=1)[O:5][C:6]1[CH:11]=[CH:10][CH:9]=[CH:8][N:7]=1.[N:15]1[CH:16]=[CH:17][N:18]2[C:31]=1[C:30]1[CH:29]=[C:28]([OH:32])[CH:27]=[CH:26][C:25]=1[C:24]1[CH:23]=[CH:22][CH:21]=[CH:20][C:19]2=1.N1C=CC=CC=1C(O)=O.O.P([O-])([O-])([O-])=O.[K+].[K+].[K+]. The catalyst is [Cu]I.CS(C)=O. The product is [N:7]1[CH:8]=[CH:9][CH:10]=[CH:11][C:6]=1[O:5][C:4]1[CH:3]=[C:2]([CH:14]=[CH:13][CH:12]=1)[O:32][C:28]1[CH:27]=[CH:26][C:25]2[C:24]3[CH:23]=[CH:22][CH:21]=[CH:20][C:19]=3[N:18]3[CH:17]=[CH:16][N:15]=[C:31]3[C:30]=2[CH:29]=1. The yield is 0.670. (3) The reactants are [F:1][C:2]1[C:7]([F:8])=[C:6]([C:9]([OH:11])=O)[C:5]([F:12])=[C:4]([F:13])[C:3]=1[CH3:14].C1C=CC2N(O)N=NC=2C=1.CCN=C=NCCCN(C)C.[CH3:36][CH:37]1[CH2:42][CH2:41][CH2:40][CH2:39][CH:38]1[NH2:43]. The catalyst is C(Cl)Cl.CN(C=O)C. The product is [F:12][C:5]1[C:4]([F:13])=[C:3]([CH3:14])[C:2]([F:1])=[C:7]([F:8])[C:6]=1[C:9]([NH:43][CH:38]1[CH2:39][CH2:40][CH2:41][CH2:42][CH:37]1[CH3:36])=[O:11]. The yield is 0.900. (4) The reactants are [O:1]=[S:2]1(=[O:28])[CH2:7][CH2:6][CH:5]([C:8]2[C:16]3[C:11](=[C:12]([C:25]([NH2:27])=[O:26])[CH:13]=[C:14]([C:17]4[CH:22]=[CH:21][CH:20]=[C:19]([CH:23]=O)[CH:18]=4)[CH:15]=3)[NH:10][CH:9]=2)[CH2:4][CH2:3]1.[CH3:29][NH:30]C.CC(O)=O.[BH3-]C#N.[Na+]. The catalyst is CS(C)=O.CO. The product is [O:28]=[S:2]1(=[O:1])[CH2:3][CH2:4][CH:5]([C:8]2[C:16]3[C:11](=[C:12]([C:25]([NH2:27])=[O:26])[CH:13]=[C:14]([C:17]4[CH:22]=[CH:21][CH:20]=[C:19]([CH2:23][NH:30][CH3:29])[CH:18]=4)[CH:15]=3)[NH:10][CH:9]=2)[CH2:6][CH2:7]1. The yield is 0.150. (5) The reactants are [C:1]([O:5][C:6]([N:8]([CH2:10][C:11]([OH:13])=O)[CH3:9])=[O:7])([CH3:4])([CH3:3])[CH3:2].CCN(CC)CC.ClC(OCC(C)C)=O.Cl.[CH2:30]([O:32][C:33](=[O:37])[CH2:34][NH:35][CH3:36])[CH3:31]. The product is [CH2:30]([O:32][C:33](=[O:37])[CH2:34][NH:35][CH2:36][C:11](=[O:13])[CH2:10][N:8]([C:6]([O:5][C:1]([CH3:2])([CH3:3])[CH3:4])=[O:7])[CH3:9])[CH3:31]. The catalyst is C(Cl)Cl. The yield is 0.220. (6) The reactants are [CH:1](=[O:4])[CH2:2][CH3:3].[CH:5]1([CH:11]=[O:12])[CH2:10][CH2:9][CH2:8][CH2:7][CH2:6]1.N1CCC[C@H]1C(O)=O. The catalyst is CN(C)C=O.C(OCC)C. The product is [CH:5]1([C@H:11]([OH:12])[C@H:2]([CH3:3])[CH:1]=[O:4])[CH2:10][CH2:9][CH2:8][CH2:7][CH2:6]1. The yield is 0.870.